This data is from Forward reaction prediction with 1.9M reactions from USPTO patents (1976-2016). The task is: Predict the product of the given reaction. (1) Given the reactants [Cl:1][C:2]1[CH:23]=[CH:22][CH:21]=[C:20]([OH:24])[C:3]=1[CH2:4][CH:5]1[CH2:9][CH2:8][N:7]([C@@H:10]2[C:18]3[C:13](=[CH:14][CH:15]=[CH:16][CH:17]=3)[CH2:12][CH2:11]2)[C:6]1=[O:19].[CH2:25](Br)[C:26]#[CH:27].C(=O)([O-])[O-].[K+].[K+].O, predict the reaction product. The product is: [Cl:1][C:2]1[CH:23]=[CH:22][CH:21]=[C:20]([O:24][CH2:27][C:26]#[CH:25])[C:3]=1[CH2:4][CH:5]1[CH2:9][CH2:8][N:7]([C@@H:10]2[C:18]3[C:13](=[CH:14][CH:15]=[CH:16][CH:17]=3)[CH2:12][CH2:11]2)[C:6]1=[O:19]. (2) Given the reactants [C:1]([Cl:9])(=[O:8])[C:2]1[CH:7]=[CH:6][CH:5]=[CH:4][CH:3]=1.[N:10]1[CH:15]=[C:14]([NH2:16])[CH:13]=[CH:12][C:11]=1[NH2:17], predict the reaction product. The product is: [ClH:9].[NH2:17][C:11]1[N:10]=[CH:15][C:14]([NH:16][C:1](=[O:8])[C:2]2[CH:7]=[CH:6][CH:5]=[CH:4][CH:3]=2)=[CH:13][CH:12]=1. (3) The product is: [CH:31]1([N:21]2[CH2:22][CH2:23][O:24][C@@H:19]([CH2:18][N:15]3[CH2:16][CH2:17][N:12]([C:10]([NH:9][C:4]4[CH:5]=[CH:6][C:7]([Cl:8])=[C:2]([Cl:1])[CH:3]=4)=[O:11])[CH2:13][CH2:14]3)[CH2:20]2)[CH2:34][CH2:33][CH2:32]1. Given the reactants [Cl:1][C:2]1[CH:3]=[C:4]([NH:9][C:10]([N:12]2[CH2:17][CH2:16][N:15]([CH2:18][C@@H:19]3[O:24][CH2:23][CH2:22][NH:21][CH2:20]3)[CH2:14][CH2:13]2)=[O:11])[CH:5]=[CH:6][C:7]=1[Cl:8].[O-]S([O-])(=O)=O.[Mg+2].[CH:31]1(C([CH:31]2[CH2:34][CH2:33][CH2:32]2)=O)[CH2:34][CH2:33][CH2:32]1.C(N(CC)C(C)C)(C)C.[BH-](OC(C)=O)(OC(C)=O)OC(C)=O.[Na+], predict the reaction product. (4) Given the reactants C([O:3][C:4]([C:6]1[NH:22][C:21]2[C:16](=[CH:17][C:18]([O:23][CH3:24])=[CH:19][CH:20]=2)[C:7]=1[CH2:8][C@@H:9]([C:11](OCC)=[O:12])[NH2:10])=O)C.[BH4-].[Na+].Cl, predict the reaction product. The product is: [OH:12][CH2:11][CH:9]1[CH2:8][C:7]2[C:16]3[C:21](=[CH:20][CH:19]=[C:18]([O:23][CH3:24])[CH:17]=3)[NH:22][C:6]=2[C:4](=[O:3])[NH:10]1. (5) Given the reactants [Br:1][C:2]1[C:3]([O:18][CH3:19])=[C:4]2[C:8](=[C:9]([F:11])[CH:10]=1)[N:7]([CH3:12])[CH:6]=[C:5]2[CH:13]([CH3:17])[C:14](O)=[O:15].C[N:21](C(ON1N=NC2C=CC=NC1=2)=[N+](C)C)C.F[P-](F)(F)(F)(F)F.[NH4+].[Cl-].CCN(C(C)C)C(C)C, predict the reaction product. The product is: [Br:1][C:2]1[C:3]([O:18][CH3:19])=[C:4]2[C:8](=[C:9]([F:11])[CH:10]=1)[N:7]([CH3:12])[CH:6]=[C:5]2[CH:13]([CH3:17])[C:14]([NH2:21])=[O:15]. (6) Given the reactants Cl[C:2]1[C:3]2[C:10]3[CH2:11][CH2:12][C:13]([O:18][CH3:19])([CH2:15][O:16][CH3:17])[CH2:14][C:9]=3[S:8][C:4]=2[N:5]=[CH:6][N:7]=1.[NH:20]1[C:28]2[C:23](=[CH:24][C:25]([NH2:29])=[CH:26][CH:27]=2)[CH:22]=[N:21]1, predict the reaction product. The product is: [NH:20]1[C:28]2[C:23](=[CH:24][C:25]([NH:29][C:2]3[C:3]4[C:10]5[CH2:11][CH2:12][C:13]([O:18][CH3:19])([CH2:15][O:16][CH3:17])[CH2:14][C:9]=5[S:8][C:4]=4[N:5]=[CH:6][N:7]=3)=[CH:26][CH:27]=2)[CH:22]=[N:21]1.